This data is from Experimentally validated miRNA-target interactions with 360,000+ pairs, plus equal number of negative samples. The task is: Binary Classification. Given a miRNA mature sequence and a target amino acid sequence, predict their likelihood of interaction. (1) The miRNA is hsa-miR-3158-3p with sequence AAGGGCUUCCUCUCUGCAGGAC. The protein sequence of the target gene is MGRSRSRSPRRERRRSRSTSRERERRRRERSRSRERDRRRSRSRSPHRRRSRSPRRHRSTSPSPSRLKERRDEEKKETKETKSKERQITEEDLEGKTEEEIEMMKLMGFASFDSTKGKKVDGSVNAYAINVSQKRKYRQYMNRKGGFNRPLDFIA. Result: 0 (no interaction). (2) Result: 0 (no interaction). The miRNA is hsa-miR-4517 with sequence AAAUAUGAUGAAACUCACAGCUGAG. The protein sequence of the target gene is MNSGREPRTPRTLLSIADILAPRMVPRAPSAPQLPESGPGPTSPLCALEELTSKTFRGLDARALQPSEGRAGPDALGPGPFGRKRRKSRTAFTAQQVLELERRFVFQKYLAPSERDGLATRLGLANAQVVTWFQNRRAKLKRDVEEMRADVASLRALSPEVLCSLALPEGAPDPGLCLGPAGPDSRPHLSDEEIQVDD. (3) The miRNA is hsa-miR-486-5p with sequence UCCUGUACUGAGCUGCCCCGAG. The protein sequence of the target gene is MGGKLSKKKKGYNVNDEKAKEKDKKAEGAATEEEGTPKESEPQAAAEPAEAKEGKEKPDQDAEGKAEEKEGEKDAAAAKEEAPKAEPEKTEGAAEAKAEPPKAPEQEQAAPGPAAGGEAPKAAEAAAAPAESAAPAAGEEPSKEEGEPKKTEAPAAPAAQETKSDGAPASDSKPGSSEAAPSSKETPAATEAPSSTPKAQGPAASAEEPKPVEAPAANSDQTVTVKE. Result: 1 (interaction). (4) The miRNA is hsa-miR-6736-3p with sequence UCAGCUCCUCUCUACCCACAG. The protein sequence of the target gene is MDVKERKPYRSLTRRRDAERRYTSSSADSEEGKAPQKSYSSSETLKAYDQDARLAYGSRVKDIVPQEAEEFCRTGANFTLRELGLEEVTPPHGTLYRTDIGLPHCGYSMGAGSDADMEADTVLSPEHPVRLWGRSTRSGRSSCLSSRANSNLTLTDTEHENTETDHPGGLQNHARLRTPPPPLSHAHTPNQHHAASINSLNRGNFTPRSNPSPAPTDHSLSGEPPAGGAQEPAHAQENWLLNSNIPLETRNLGKQPFLGTLQDNLIEMDILGASRHDGAYSDGHFLFKPGGTSPLFCTTS.... Result: 1 (interaction). (5) The miRNA is hsa-miR-603 with sequence CACACACUGCAAUUACUUUUGC. The protein sequence of the target gene is MLRMRTAGWARGWCLGCCLLLPLSLSLAAAKQLLRYRLAEEGPADVRIGNVASDLGIVTGSGEVTFSLESGSEYLKIDNLTGELSTSERRIDREKLPQCQMIFDENECFLDFEVSVIGPSQSWVDLFEGQVIVLDINDNTPTFPSPVLTLTVEENRPVGTLYLLPTATDRDFGRNGIERYELLQEPGGGGSGGESRRAGAADSAPYPGGGGNGASGGGSGGSKRRLDASEGGGGTNPGGRSSVFELQVADTPDGEKQPQLIVKGALDREQRDSYELTLRVRDGGDPPRSSQAILRVLITD.... Result: 1 (interaction). (6) The miRNA is hsa-let-7g-5p with sequence UGAGGUAGUAGUUUGUACAGUU. The protein sequence of the target gene is MAGEAEAQLDPSLQGLVMFEDVTVYFSREEWGLLNVTQKGLYRDVMLENFALVSSLGLAPSRSPVFTQLEDDEQSWVPSWVDVTPVSRAEARRGFGLDGLCRVEDERAHPEHLKSYRVIQHQDTHSEGKPRRHTEHGAAFPPGSSCGQQQEVHVAEKLFKCSDCGKVFLKAFALLDHLITHSEERPFRCPTGRSAFKKSAHINPRKIHTGETAHVCNECGKAFSYPSKLRKHQKVHTGIKPFKCSDCGKTFNRKDALVLHQRIHTGERPYECSKCGKTFSVLSTLIRHRKVHIGERPYEC.... Result: 1 (interaction).